Task: Predict the reactants needed to synthesize the given product.. Dataset: Full USPTO retrosynthesis dataset with 1.9M reactions from patents (1976-2016) (1) The reactants are: [OH:1][C:2]1[CH:20]=[CH:19][C:5]([O:6][C:7]2[CH:12]=[CH:11][C:10]([CH2:13][C:14](OC)=[O:15])=[CH:9][C:8]=2[I:18])=[CH:4][CH:3]=1.[NH2:21][OH:22]. Given the product [OH:22][NH:21][C:14](=[O:15])[CH2:13][C:10]1[CH:11]=[CH:12][C:7]([O:6][C:5]2[CH:19]=[CH:20][C:2]([OH:1])=[CH:3][CH:4]=2)=[C:8]([I:18])[CH:9]=1, predict the reactants needed to synthesize it. (2) Given the product [Cl:19][C:18]1[C:8]([N:6]2[CH2:5][CH:4]([NH:3][C:30]([NH:29][S:26]([C:20]3[CH:21]=[CH:22][CH:23]=[CH:24][CH:25]=3)(=[O:28])=[O:27])=[O:31])[CH2:7]2)=[N:9][CH:10]=[C:11]([CH:17]=1)[C:12]([O:14][CH2:15][CH3:16])=[O:13], predict the reactants needed to synthesize it. The reactants are: Cl.Cl.[NH2:3][CH:4]1[CH2:7][N:6]([C:8]2[C:18]([Cl:19])=[CH:17][C:11]([C:12]([O:14][CH2:15][CH3:16])=[O:13])=[CH:10][N:9]=2)[CH2:5]1.[C:20]1([S:26]([N:29]=[C:30]=[O:31])(=[O:28])=[O:27])[CH:25]=[CH:24][CH:23]=[CH:22][CH:21]=1.CC(O)=O. (3) Given the product [C:1]([C:3]1[CH:17]=[CH:16][C:6]([CH:7]=[C:22]2[CH2:27][CH2:26][N:25]([C:28]([O:30][C:31]([CH3:34])([CH3:33])[CH3:32])=[O:29])[CH2:24][CH2:23]2)=[CH:5][C:4]=1[F:18])#[N:2], predict the reactants needed to synthesize it. The reactants are: [C:1]([C:3]1[CH:17]=[CH:16][C:6]([CH2:7]P(=O)(OCC)OCC)=[CH:5][C:4]=1[F:18])#[N:2].[H-].[Na+].O=[C:22]1[CH2:27][CH2:26][N:25]([C:28]([O:30][C:31]([CH3:34])([CH3:33])[CH3:32])=[O:29])[CH2:24][CH2:23]1.O. (4) Given the product [CH3:13][O:14][C:15]1[CH:16]=[CH:17][C:18]([CH2:19][N:20]2[C:24]3=[N:25][CH:29]=[C:10]4[CH2:9][CH2:8][CH2:7][C:6]5[CH:1]=[CH:2][CH:3]=[CH:4][C:5]=5[C:11]4=[C:23]3[CH:22]=[N:21]2)=[CH:26][CH:27]=1, predict the reactants needed to synthesize it. The reactants are: [CH:1]1[C:6]2[CH2:7][CH2:8][CH2:9][CH2:10][C:11](=O)[C:5]=2[CH:4]=[CH:3][CH:2]=1.[CH3:13][O:14][C:15]1[CH:27]=[CH:26][C:18]([CH2:19][N:20]2[C:24]([NH2:25])=[CH:23][CH:22]=[N:21]2)=[CH:17][CH:16]=1.F[C:29](F)(F)C(O)=O. (5) Given the product [CH3:1][O:2][C:3]1[CH:4]=[CH:5][C:6]([CH2:7][N:8]2[CH:17]=[C:16]3[C:10]([CH:11]([CH3:24])[O:12][C:13]([CH3:22])([CH3:23])[C:14]4[S:20][C:19]([NH:21][C:28]5[N:33]=[C:32]([CH3:34])[CH:31]=[CH:30][N:29]=5)=[N:18][C:15]=43)=[N:9]2)=[CH:25][CH:26]=1, predict the reactants needed to synthesize it. The reactants are: [CH3:1][O:2][C:3]1[CH:26]=[CH:25][C:6]([CH2:7][N:8]2[CH:17]=[C:16]3[C:10]([CH:11]([CH3:24])[O:12][C:13]([CH3:23])([CH3:22])[C:14]4[S:20][C:19]([NH2:21])=[N:18][C:15]=43)=[N:9]2)=[CH:5][CH:4]=1.Cl[C:28]1[N:33]=[C:32]([CH3:34])[CH:31]=[CH:30][N:29]=1.CC1(C)C2C(=C(P(C3C=CC=CC=3)C3C=CC=CC=3)C=CC=2)OC2C(P(C3C=CC=CC=3)C3C=CC=CC=3)=CC=CC1=2.C([O-])([O-])=O.[Cs+].[Cs+]. (6) Given the product [CH3:9][O:8][C:7]1[CH:10]=[CH:11][C:3]([CH:2]=[O:1])=[CH:4][C:5]=1[O:6][CH2:12][CH2:13][CH3:14], predict the reactants needed to synthesize it. The reactants are: [O:1]=[CH:2][C:3]1[CH:11]=[CH:10][C:7]([O:8][CH3:9])=[C:5]([OH:6])[CH:4]=1.[CH2:12](I)[CH2:13][CH3:14].C([O-])([O-])=O.[K+].[K+].C(OC1C=C(C=CC=1C)C=O)C. (7) Given the product [Cl:1][C:2]1[CH:3]=[C:4]([C:21]2[CH:22]=[CH:23][C:24]([Cl:27])=[CH:25][CH:26]=2)[C:5]2[O:10][CH:9]([C:11]([F:12])([F:14])[F:13])[C:8]([C:15]([OH:17])=[O:16])=[CH:7][C:6]=2[CH:20]=1, predict the reactants needed to synthesize it. The reactants are: [Cl:1][C:2]1[CH:3]=[C:4]([C:21]2[CH:26]=[CH:25][C:24]([Cl:27])=[CH:23][CH:22]=2)[C:5]2[O:10][CH:9]([C:11]([F:14])([F:13])[F:12])[C:8]([C:15]([O:17]CC)=[O:16])=[CH:7][C:6]=2[CH:20]=1.[OH-].[Na+].